From a dataset of Full USPTO retrosynthesis dataset with 1.9M reactions from patents (1976-2016). Predict the reactants needed to synthesize the given product. (1) Given the product [Br:37][C:38]1[CH:43]=[CH:42][C:41]([S:44]([N:8]2[CH2:9][CH2:10][CH:11]([NH:14][C:15]3[N:24]=[C:23]([N:25]([CH3:26])[CH3:27])[C:22]4[C:17](=[CH:18][CH:19]=[CH:20][CH:21]=4)[N:16]=3)[CH2:12][CH2:13]2)(=[O:46])=[O:45])=[C:40]([O:48][C:49]([F:51])([F:50])[F:52])[CH:39]=1, predict the reactants needed to synthesize it. The reactants are: C([N:8]1[CH2:13][CH2:12][CH:11]([NH:14][C:15]2[N:24]=[C:23]([N:25]([CH3:27])[CH3:26])[C:22]3[C:17](=[CH:18][CH:19]=[CH:20][CH:21]=3)[N:16]=2)[CH2:10][CH2:9]1)C1C=CC=CC=1.C(N(C(C)C)CC)(C)C.[Br:37][C:38]1[CH:43]=[CH:42][C:41]([S:44](Cl)(=[O:46])=[O:45])=[C:40]([O:48][C:49]([F:52])([F:51])[F:50])[CH:39]=1. (2) Given the product [F:34][C:35]1[CH:36]=[C:37]([CH:40]=[CH:41][CH:42]=1)[CH2:38][N:32]1[CH:31]=[CH:30][N:29]=[C:28]1[CH:8]([NH:7][C:6](=[O:33])[O:5][C:1]([CH3:4])([CH3:2])[CH3:3])[CH2:9][C:10]1[CH:18]=[C:17]([CH3:19])[C:16]2[C:12](=[CH:13][N:14]([CH2:20][O:21][CH2:22][CH2:23][Si:24]([CH3:25])([CH3:27])[CH3:26])[N:15]=2)[CH:11]=1, predict the reactants needed to synthesize it. The reactants are: [C:1]([O:5][C:6](=[O:33])[NH:7][CH:8]([C:28]1[NH:29][CH:30]=[CH:31][N:32]=1)[CH2:9][C:10]1[CH:18]=[C:17]([CH3:19])[C:16]2[C:12](=[CH:13][N:14]([CH2:20][O:21][CH2:22][CH2:23][Si:24]([CH3:27])([CH3:26])[CH3:25])[N:15]=2)[CH:11]=1)([CH3:4])([CH3:3])[CH3:2].[F:34][C:35]1[CH:36]=[C:37]([CH:40]=[CH:41][CH:42]=1)[CH2:38]Br.C(=O)([O-])[O-].[K+].[K+]. (3) The reactants are: [CH:1]1[CH:2]=[CH:3][N:4]2[CH2:10][C:9]3[CH:11]=[CH:12][CH:13]=[CH:14][C:8]=3[N:7]([C:15]([C:17]3[CH:22]=[CH:21][C:20]([C:23]4[CH2:28][CH2:27][CH2:26][C:25](=[O:29])[CH:24]=4)=[C:19]([CH3:30])[CH:18]=3)=[O:16])[CH2:6][C:5]=12. Given the product [CH:1]1[CH:2]=[CH:3][N:4]2[CH2:10][C:9]3[CH:11]=[CH:12][CH:13]=[CH:14][C:8]=3[N:7]([C:15]([C:17]3[CH:22]=[CH:21][C:20]([C:23]4[CH2:28][CH2:27][CH2:26][CH:25]([OH:29])[CH:24]=4)=[C:19]([CH3:30])[CH:18]=3)=[O:16])[CH2:6][C:5]=12, predict the reactants needed to synthesize it. (4) Given the product [NH2:5][CH2:6][C:7]1([NH2:20])[CH2:12][CH2:11][N:10]([CH2:13][C:14]2[CH:19]=[CH:18][N:17]=[CH:16][CH:15]=2)[CH2:9][CH2:8]1, predict the reactants needed to synthesize it. The reactants are: FC(F)(F)C([NH:5][CH2:6][C:7]1([NH:20]C(=O)C(F)(F)F)[CH2:12][CH2:11][N:10]([CH2:13][C:14]2[CH:19]=[CH:18][N:17]=[CH:16][CH:15]=2)[CH2:9][CH2:8]1)=O.N. (5) Given the product [NH2:3][C:4]1[C:13]([N+:14]([O-:16])=[O:15])=[C:12]2[C:7]([C:8]([CH3:20])([CH3:19])[CH2:9][N:10]=[CH:11]2)=[CH:6][C:5]=1[Br:1], predict the reactants needed to synthesize it. The reactants are: [Br:1]Br.[NH2:3][C:4]1[C:13]([N+:14]([O-:16])=[O:15])=[C:12]2[C:7]([C:8]([CH3:20])([CH3:19])[C:9](=O)[NH:10][C:11]2=O)=[CH:6][CH:5]=1. (6) Given the product [NH2:9][C:10]1[N:11]=[C:12]([N:21]2[CH2:22][CH2:23][N:24]([C:27](=[O:37])[CH2:28][O:29][C:30]3[CH:35]=[CH:34][C:33]([Cl:36])=[CH:32][CH:31]=3)[CH2:25][CH2:26]2)[C:13]2[N:19]=[C:18]([C:3]3[CH:4]=[CH:5][S:1][CH:2]=3)[CH:17]=[CH:16][C:14]=2[N:15]=1, predict the reactants needed to synthesize it. The reactants are: [S:1]1[CH:5]=[CH:4][C:3](B(O)O)=[CH:2]1.[NH2:9][C:10]1[N:11]=[C:12]([N:21]2[CH2:26][CH2:25][N:24]([C:27](=[O:37])[CH2:28][O:29][C:30]3[CH:35]=[CH:34][C:33]([Cl:36])=[CH:32][CH:31]=3)[CH2:23][CH2:22]2)[C:13]2[N:19]=[C:18](Cl)[CH:17]=[CH:16][C:14]=2[N:15]=1. (7) Given the product [CH:1]([C:4]1[CH:5]=[CH:6][C:7]([CH:10]2[C:14]3[C:15]([CH3:32])=[C:16]([NH:21][CH2:22][C:23]4[CH:24]=[CH:25][C:26]([O:29][CH3:30])=[CH:27][CH:28]=4)[C:17]([CH3:20])=[C:18]([CH3:19])[C:13]=3[O:12][C:11]2([CH3:34])[CH3:33])=[CH:8][CH:9]=1)([CH3:3])[CH3:2], predict the reactants needed to synthesize it. The reactants are: [CH:1]([C:4]1[CH:9]=[CH:8][C:7]([CH:10]2[C:14]3[C:15]([CH3:32])=[C:16]([NH:21][C:22](=O)[C:23]4[CH:28]=[CH:27][C:26]([O:29][CH3:30])=[CH:25][CH:24]=4)[C:17]([CH3:20])=[C:18]([CH3:19])[C:13]=3[O:12][C:11]2([CH3:34])[CH3:33])=[CH:6][CH:5]=1)([CH3:3])[CH3:2].